From a dataset of Forward reaction prediction with 1.9M reactions from USPTO patents (1976-2016). Predict the product of the given reaction. (1) Given the reactants [Br:1][C:2]1[CH:3]=[N:4][CH:5]=[C:6]([CH:12]=1)[C:7]([O:9]CC)=O.[CH3:13][Mg]Br.P([O-])([O-])([O-])=O.[Na+].[Na+].[Na+], predict the reaction product. The product is: [C:7]([C:6]1[CH:5]=[N:4][CH:3]=[C:2]([Br:1])[CH:12]=1)(=[O:9])[CH3:13]. (2) Given the reactants [CH2:1]1[C:7]2[CH:8]=[CH:9][CH:10]=[CH:11][C:6]=2[CH2:5][CH2:4][NH:3][CH2:2]1.N1C=CC=CC=1.Cl[C:19]([O:21][CH2:22][CH3:23])=[O:20], predict the reaction product. The product is: [CH2:5]1[C:6]2[CH:11]=[CH:10][CH:9]=[CH:8][C:7]=2[CH2:1][CH2:2][N:3]([C:19]([O:21][CH2:22][CH3:23])=[O:20])[CH2:4]1. (3) Given the reactants Br[C:2]1[C:3]([C:17]2[CH:22]=[CH:21][C:20]([F:23])=[CH:19][CH:18]=2)=[N:4][C:5]([N:11]([CH3:16])[S:12]([CH3:15])(=[O:14])=[O:13])=[N:6][C:7]=1[CH:8]([CH3:10])[CH3:9].C1(C)C=CC=CC=1.[CH:31]1([CH:37]([NH2:44])C2CCCCC2)CCCC[CH2:32]1.C(#N)C=C, predict the reaction product. The product is: [C:37](/[CH:31]=[CH:32]/[C:2]1[C:3]([C:17]2[CH:22]=[CH:21][C:20]([F:23])=[CH:19][CH:18]=2)=[N:4][C:5]([N:11]([CH3:16])[S:12]([CH3:15])(=[O:14])=[O:13])=[N:6][C:7]=1[CH:8]([CH3:10])[CH3:9])#[N:44]. (4) Given the reactants [CH2:1]([N:3]([CH2:37][CH3:38])[CH2:4][CH2:5][CH2:6][NH:7][C:8]1[N:9]=[C:10]([C:27]2[CH:28]=[C:29]([CH:33]=[CH:34][C:35]=2[CH3:36])[C:30]([OH:32])=O)[C:11]2[CH:17]=[CH:16][C:15](=[O:18])[N:14]([C:19]3[C:24]([F:25])=[CH:23][CH:22]=[CH:21][C:20]=3[F:26])[C:12]=2[N:13]=1)[CH3:2].[CH3:39][N:40](C(ON1N=NC2C=CC=CC1=2)=[N+](C)C)[CH3:41].F[P-](F)(F)(F)(F)F.CNC, predict the reaction product. The product is: [CH2:37]([N:3]([CH2:1][CH3:2])[CH2:4][CH2:5][CH2:6][NH:7][C:8]1[N:9]=[C:10]([C:27]2[CH:28]=[C:29]([CH:33]=[CH:34][C:35]=2[CH3:36])[C:30]([N:40]([CH3:41])[CH3:39])=[O:32])[C:11]2[CH:17]=[CH:16][C:15](=[O:18])[N:14]([C:19]3[C:20]([F:26])=[CH:21][CH:22]=[CH:23][C:24]=3[F:25])[C:12]=2[N:13]=1)[CH3:38]. (5) Given the reactants [OH:1][C@H:2]1[C@@H:7]([NH:8]C(=O)OC(C)(C)C)[CH2:6][CH2:5][N:4]([CH2:16][CH2:17][N:18]2[C:27]3[C:22](=[N:23][CH:24]=[C:25]([O:28][CH3:29])[CH:26]=3)[CH:21]=[CH:20][C:19]2=[O:30])[CH2:3]1.[ClH:31], predict the reaction product. The product is: [ClH:31].[ClH:31].[NH2:8][C@H:7]1[CH2:6][CH2:5][N:4]([CH2:16][CH2:17][N:18]2[C:27]3[C:22](=[N:23][CH:24]=[C:25]([O:28][CH3:29])[CH:26]=3)[CH:21]=[CH:20][C:19]2=[O:30])[CH2:3][C@H:2]1[OH:1]. (6) Given the reactants CN([CH:4]=[O:5])C.[Li+].C[Si]([N-][Si](C)(C)C)(C)C.[F:16][C:17]1[CH:18]=[N:19][CH:20]=[C:21]([F:23])[CH:22]=1.Cl, predict the reaction product. The product is: [F:23][C:21]1[CH:20]=[N:19][CH:18]=[C:17]([F:16])[C:22]=1[CH:4]=[O:5].